From a dataset of NCI-60 drug combinations with 297,098 pairs across 59 cell lines. Regression. Given two drug SMILES strings and cell line genomic features, predict the synergy score measuring deviation from expected non-interaction effect. (1) Drug 1: C1CC2CC3=C(CC1C24CN(S(=O)(=O)N4)CC(F)(F)F)C=CC(=C3)C=CCN5CCC(CC5)C(F)(F)F. Drug 2: CCC1(CC2CC(C3=C(CCN(C2)C1)C4=CC=CC=C4N3)(C5=C(C=C6C(=C5)C78CCN9C7C(C=CC9)(C(C(C8N6C)(C(=O)OC)O)OC(=O)C)CC)OC)C(=O)OC)O. Cell line: NCIH23. Synergy scores: CSS=64.9, Synergy_ZIP=7.30, Synergy_Bliss=6.27, Synergy_Loewe=-14.9, Synergy_HSA=7.91. (2) Drug 1: CCN(CC)CCNC(=O)C1=C(NC(=C1C)C=C2C3=C(C=CC(=C3)F)NC2=O)C. Drug 2: CC(C)CN1C=NC2=C1C3=CC=CC=C3N=C2N. Cell line: K-562. Synergy scores: CSS=-14.3, Synergy_ZIP=3.65, Synergy_Bliss=-4.48, Synergy_Loewe=-11.6, Synergy_HSA=-11.6. (3) Drug 1: CCC1=C2CN3C(=CC4=C(C3=O)COC(=O)C4(CC)O)C2=NC5=C1C=C(C=C5)O. Drug 2: CCC1=C2N=C(C=C(N2N=C1)NCC3=C[N+](=CC=C3)[O-])N4CCCCC4CCO. Cell line: SW-620. Synergy scores: CSS=70.0, Synergy_ZIP=2.66, Synergy_Bliss=1.31, Synergy_Loewe=-2.64, Synergy_HSA=1.67. (4) Drug 1: CC12CCC3C(C1CCC2O)C(CC4=C3C=CC(=C4)O)CCCCCCCCCS(=O)CCCC(C(F)(F)F)(F)F. Drug 2: C1CN(CCN1C(=O)CCBr)C(=O)CCBr. Cell line: LOX IMVI. Synergy scores: CSS=31.2, Synergy_ZIP=-2.69, Synergy_Bliss=0.585, Synergy_Loewe=-4.69, Synergy_HSA=-1.33. (5) Drug 1: CNC(=O)C1=CC=CC=C1SC2=CC3=C(C=C2)C(=NN3)C=CC4=CC=CC=N4. Drug 2: C1CN1P(=S)(N2CC2)N3CC3. Cell line: M14. Synergy scores: CSS=-0.523, Synergy_ZIP=-1.07, Synergy_Bliss=-1.06, Synergy_Loewe=-4.96, Synergy_HSA=-4.91. (6) Drug 1: C1=CC(=CC=C1CC(C(=O)O)N)N(CCCl)CCCl.Cl. Drug 2: CC1=C2C(C(=O)C3(C(CC4C(C3C(C(C2(C)C)(CC1OC(=O)C(C(C5=CC=CC=C5)NC(=O)C6=CC=CC=C6)O)O)OC(=O)C7=CC=CC=C7)(CO4)OC(=O)C)O)C)OC(=O)C. Cell line: OVCAR3. Synergy scores: CSS=29.9, Synergy_ZIP=-6.01, Synergy_Bliss=-6.97, Synergy_Loewe=-33.9, Synergy_HSA=-6.82. (7) Drug 1: C1CC(=O)NC(=O)C1N2CC3=C(C2=O)C=CC=C3N. Drug 2: CCN(CC)CCNC(=O)C1=C(NC(=C1C)C=C2C3=C(C=CC(=C3)F)NC2=O)C. Cell line: SNB-19. Synergy scores: CSS=3.83, Synergy_ZIP=-1.13, Synergy_Bliss=0.160, Synergy_Loewe=0.602, Synergy_HSA=-0.594. (8) Drug 1: C1CC(C1)(C(=O)O)C(=O)O.[NH2-].[NH2-].[Pt+2]. Drug 2: CC1=C2C(C(=O)C3(C(CC4C(C3C(C(C2(C)C)(CC1OC(=O)C(C(C5=CC=CC=C5)NC(=O)C6=CC=CC=C6)O)O)OC(=O)C7=CC=CC=C7)(CO4)OC(=O)C)O)C)OC(=O)C. Cell line: HT29. Synergy scores: CSS=36.0, Synergy_ZIP=-3.89, Synergy_Bliss=-5.99, Synergy_Loewe=-22.0, Synergy_HSA=-6.62. (9) Drug 1: C(=O)(N)NO. Drug 2: CC(C)(C#N)C1=CC(=CC(=C1)CN2C=NC=N2)C(C)(C)C#N. Cell line: RPMI-8226. Synergy scores: CSS=-1.09, Synergy_ZIP=1.88, Synergy_Bliss=6.21, Synergy_Loewe=-2.26, Synergy_HSA=-1.54. (10) Drug 1: CCCCCOC(=O)NC1=NC(=O)N(C=C1F)C2C(C(C(O2)C)O)O. Drug 2: CC12CCC3C(C1CCC2O)C(CC4=C3C=CC(=C4)O)CCCCCCCCCS(=O)CCCC(C(F)(F)F)(F)F. Cell line: OVCAR-5. Synergy scores: CSS=-0.166, Synergy_ZIP=0.245, Synergy_Bliss=0.156, Synergy_Loewe=-3.03, Synergy_HSA=-1.34.